Dataset: Full USPTO retrosynthesis dataset with 1.9M reactions from patents (1976-2016). Task: Predict the reactants needed to synthesize the given product. (1) Given the product [Cl:1][C:2]1[C:10]2[CH:9]=[C:8]([C:11]([OH:13])=[O:12])[S:7][C:6]=2[CH:5]=[CH:4][CH:3]=1, predict the reactants needed to synthesize it. The reactants are: [Cl:1][C:2]1[C:10]2[CH:9]=[C:8]([C:11]([O:13]C)=[O:12])[S:7][C:6]=2[CH:5]=[CH:4][CH:3]=1.[OH-].[Na+].Cl. (2) The reactants are: [C:1]([O:4][C@@H:5]1[C@@H:10]([O:11][C:12](=[O:14])[CH3:13])[C@H:9]([O:15][C:16](=[O:18])[CH3:17])[C@@H:8]([S:19][CH3:20])[O:7][C@H:6]1[C:21]1[CH:26]=[CH:25][C:24]([CH3:27])=[C:23]([CH2:28][C:29]2[CH:34]=[CH:33][C:32]([OH:35])=[CH:31][CH:30]=2)[CH:22]=1)(=[O:3])[CH3:2].Br[CH2:37][CH2:38][CH2:39][O:40][CH2:41][C:42]1[CH:47]=[CH:46][CH:45]=[CH:44][CH:43]=1.C([O-])([O-])=O.[K+].[K+]. Given the product [C:1]([O:4][C@@H:5]1[C@@H:10]([O:11][C:12](=[O:14])[CH3:13])[C@H:9]([O:15][C:16](=[O:18])[CH3:17])[C@@H:8]([S:19][CH3:20])[O:7][C@H:6]1[C:21]1[CH:26]=[CH:25][C:24]([CH3:27])=[C:23]([CH2:28][C:29]2[CH:34]=[CH:33][C:32]([O:35][CH2:37][CH2:38][CH2:39][O:40][CH2:41][C:42]3[CH:47]=[CH:46][CH:45]=[CH:44][CH:43]=3)=[CH:31][CH:30]=2)[CH:22]=1)(=[O:3])[CH3:2], predict the reactants needed to synthesize it.